Dataset: Peptide-MHC class I binding affinity with 185,985 pairs from IEDB/IMGT. Task: Regression. Given a peptide amino acid sequence and an MHC pseudo amino acid sequence, predict their binding affinity value. This is MHC class I binding data. (1) The peptide sequence is GSLLHGLWPY. The MHC is HLA-A30:01 with pseudo-sequence HLA-A30:01. The binding affinity (normalized) is 0.572. (2) The peptide sequence is KAIGTVLV. The binding affinity (normalized) is 0. The MHC is HLA-B53:01 with pseudo-sequence HLA-B53:01. (3) The peptide sequence is EMKEAFHGL. The MHC is HLA-A11:01 with pseudo-sequence HLA-A11:01. The binding affinity (normalized) is 0.0847. (4) The peptide sequence is KSIENKHQR. The MHC is HLA-A68:01 with pseudo-sequence HLA-A68:01. The binding affinity (normalized) is 0.574.